From a dataset of Experimentally validated miRNA-target interactions with 360,000+ pairs, plus equal number of negative samples. Binary Classification. Given a miRNA mature sequence and a target amino acid sequence, predict their likelihood of interaction. (1) The miRNA is hsa-miR-361-3p with sequence UCCCCCAGGUGUGAUUCUGAUUU. The protein sequence of the target gene is MSAEVRLRRLQQLVLDPGFLGLEPLLDLLLGVHQELGASELAQDKYVADFLQWAEPIVVRLKEVRLQRDDFEILKVIGRGAFSEVAVVKMKQTGQVYAMKIMNKWDMLKRGEVSCFREERDVLVNGDRRWITQLHFAFQDENYLYLVMEYYVGGDLLTLLSKFGERIPAEMARFYLAEIVMAIDSVHRLGYVHRDIKPDNILLDRCGHIRLADFGSCLKLRADGTVRSLVAVGTPDYLSPEILQAVGGGPGTGSYGPECDWWALGVFAYEMFYGQTPFYADSTAETYGKIVHYKEHLSLP.... Result: 1 (interaction). (2) The miRNA is hsa-miR-548aj-3p with sequence UAAAAACUGCAAUUACUUUUA. The protein sequence of the target gene is MSGTNLDGNDEFDEQLRMQELYGDGKDGDTQTDAGGEPDSLGQQPTDTPYEWDLDKKAWFPKITEDFIATYQANYGFSNDGASSSTANVEDVHARTAEEPPQEKAPEPTDARKKGEKRKAESGWFHVEEDRNTNVYVSGLPPDITVDEFIQLMSKFGIIMRDPQTEEFKVKLYKDNQGNLKGDGLCCYLKRESVELALKLLDEDEIRGYKLHVEVAKFQLKGEYDASKKKKKCKDYKKKLSMQQKQLDWRPERRAGPSRMRHERVVIIKNMFHPMDFEDDPLVLNEIREDLRVECSKFGQ.... Result: 0 (no interaction).